From a dataset of Catalyst prediction with 721,799 reactions and 888 catalyst types from USPTO. Predict which catalyst facilitates the given reaction. (1) The catalyst class is: 2. Product: [CH:2]([C@@H:3]1[CH2:9][C@H:8]2[C@H:6]([CH2:7]2)[CH2:5][N:4]1[C:10]([O:12][CH2:13][C:14]1[CH:19]=[CH:18][CH:17]=[CH:16][CH:15]=1)=[O:11])=[O:1]. Reactant: [OH:1][CH2:2][C@@H:3]1[CH2:9][C@H:8]2[C@H:6]([CH2:7]2)[CH2:5][N:4]1[C:10]([O:12][CH2:13][C:14]1[CH:19]=[CH:18][CH:17]=[CH:16][CH:15]=1)=[O:11].C([O-])(O)=O.[Na+].CC(OI1(OC(C)=O)(OC(C)=O)OC(=O)C2C=CC=CC1=2)=O.C1CCCCC1.CCOC(C)=O. (2) Reactant: [NH2:1][C@@:2]1([C:30]2[CH:35]=[CH:34][C:33]([F:36])=[C:32](Cl)[C:31]=2[F:38])[CH2:6][O:5][C@H:4]([CH2:7][O:8][C:9]([C:22]2[CH:27]=[CH:26][CH:25]=[CH:24][CH:23]=2)([C:16]2[CH:21]=[CH:20][CH:19]=[CH:18][CH:17]=2)[C:10]2[CH:15]=[CH:14][CH:13]=[CH:12][CH:11]=2)[C@H:3]1[CH2:28][OH:29].C([O-])=O.[NH4+]. Product: [NH2:1][C@@:2]1([C:30]2[CH:35]=[CH:34][C:33]([F:36])=[CH:32][C:31]=2[F:38])[CH2:6][O:5][C@H:4]([CH2:7][O:8][C:9]([C:16]2[CH:21]=[CH:20][CH:19]=[CH:18][CH:17]=2)([C:22]2[CH:27]=[CH:26][CH:25]=[CH:24][CH:23]=2)[C:10]2[CH:11]=[CH:12][CH:13]=[CH:14][CH:15]=2)[C@H:3]1[CH2:28][OH:29]. The catalyst class is: 43. (3) Reactant: [CH:1]([C:3]1[CH:8]=[CH:7][C:6]([S:9](Cl)(=[O:11])=[O:10])=[CH:5][CH:4]=1)=[O:2].[CH2:13]([NH2:20])[C:14]1[CH:19]=[CH:18][CH:17]=[CH:16][CH:15]=1.C(N(CC)CC)C. Product: [CH2:13]([NH:20][S:9]([C:6]1[CH:7]=[CH:8][C:3]([CH:1]=[O:2])=[CH:4][CH:5]=1)(=[O:11])=[O:10])[C:14]1[CH:19]=[CH:18][CH:17]=[CH:16][CH:15]=1. The catalyst class is: 2. (4) Reactant: [CH:1]1([N:5]2[CH2:11][CH2:10][C:9]3[CH:12]=[CH:13][C:14]([CH2:16][C:17]4[CH:18]=[CH:19][C:20]([C:23](O)=[O:24])=[N:21][CH:22]=4)=[CH:15][C:8]=3[CH2:7][CH2:6]2)[CH2:4][CH2:3][CH2:2]1.[CH:26]1([N:32]=C=[N:32][CH:26]2[CH2:31]CCC[CH2:27]2)[CH2:31]CCC[CH2:27]1.ON1C2C=CC=CC=2N=N1.CC(N)C. Product: [CH:1]1([N:5]2[CH2:11][CH2:10][C:9]3[CH:12]=[CH:13][C:14]([CH2:16][C:17]4[CH:18]=[CH:19][C:20]([C:23]([NH:32][CH:26]([CH3:31])[CH3:27])=[O:24])=[N:21][CH:22]=4)=[CH:15][C:8]=3[CH2:7][CH2:6]2)[CH2:2][CH2:3][CH2:4]1. The catalyst class is: 9.